Dataset: Reaction yield outcomes from USPTO patents with 853,638 reactions. Task: Predict the reaction yield, written as a fraction of the theoretical maximum amount of product (1.0 means a 100% yield; for example, 0.34 means a 34% yield). (1) The reactants are [C:1]1([CH3:12])[CH:6]=[CH:5][C:4]([C:7]2[N:11]=[CH:10][NH:9][N:8]=2)=[CH:3][CH:2]=1.[F:13][C:14]([O:20][C:21]1[CH:26]=[CH:25][C:24](Br)=[CH:23][CH:22]=1)([F:19])[C:15]([F:18])([F:17])[F:16].C([O-])([O-])=O.[Cs+].[Cs+].OC1C=CC=C2C=1N=CC=C2.Cl. The catalyst is CN(C=O)C.O.[Cu]I.CCOCC.O. The product is [F:13][C:14]([F:19])([O:20][C:21]1[CH:22]=[CH:23][C:24]([N:9]2[CH:10]=[N:11][C:7]([C:4]3[CH:3]=[CH:2][C:1]([CH3:12])=[CH:6][CH:5]=3)=[N:8]2)=[CH:25][CH:26]=1)[C:15]([F:16])([F:18])[F:17]. The yield is 0.610. (2) The reactants are Cl[C:2]1[N:7]=[C:6]([CH:8]2[CH2:11][CH2:10][CH2:9]2)[CH:5]=[CH:4][N:3]=1.[NH2:12][C:13]1[CH:14]=[C:15]([C:20]2[S:24][C:23]([C:25]3([OH:29])[CH2:28][CH2:27][CH2:26]3)=[N:22][CH:21]=2)[CH:16]=[C:17]([CH3:19])[CH:18]=1.C(O)(=O)C. The catalyst is O1CCOCC1. The product is [CH:8]1([C:6]2[CH:5]=[CH:4][N:3]=[C:2]([NH:12][C:13]3[CH:14]=[C:15]([C:20]4[S:24][C:23]([C:25]5([OH:29])[CH2:28][CH2:27][CH2:26]5)=[N:22][CH:21]=4)[CH:16]=[C:17]([CH3:19])[CH:18]=3)[N:7]=2)[CH2:11][CH2:10][CH2:9]1. The yield is 0.440. (3) The reactants are [C:1]([NH:5][C:6]1[CH:11]=[CH:10][C:9]([N+:12]([O-:14])=[O:13])=[CH:8][C:7]=1[C:15]#[C:16][Si](C)(C)C)([CH3:4])([CH3:3])[CH3:2].CCOC(C)=O. The catalyst is CN(C=O)C.[Cu]I. The product is [C:1]([N:5]1[C:6]2[C:7](=[CH:8][C:9]([N+:12]([O-:14])=[O:13])=[CH:10][CH:11]=2)[CH:15]=[CH:16]1)([CH3:4])([CH3:3])[CH3:2]. The yield is 0.930. (4) The reactants are [CH3:1][O:2][CH2:3][CH2:4][O:5][CH2:6][C:7]([C:10]1[CH:15]=[CH:14][C:13]([N+:16]([O-])=O)=[CH:12][CH:11]=1)([CH3:9])[CH3:8]. The catalyst is CO.[Ni]. The product is [CH3:1][O:2][CH2:3][CH2:4][O:5][CH2:6][C:7]([C:10]1[CH:15]=[CH:14][C:13]([NH2:16])=[CH:12][CH:11]=1)([CH3:9])[CH3:8]. The yield is 0.770. (5) The reactants are [Cl:1][C:2]1[CH:3]=[C:4]([C:9]([N:11]2[CH2:16][CH2:15][CH2:14][CH:13]([CH2:17][CH3:18])[CH2:12]2)=[O:10])[CH:5]=[N:6][C:7]=1Cl.[Cl:19][C:20]1[CH:26]=[CH:25][C:23]([NH2:24])=[CH:22][CH:21]=1.C(=O)([O-])[O-].[K+].[K+].CCOC(C)=O. The catalyst is C1(C)C=CC=CC=1.CC([O-])=O.CC([O-])=O.[Pd+2].C1C=CC(P(C2C(C3C(P(C4C=CC=CC=4)C4C=CC=CC=4)=CC=C4C=3C=CC=C4)=C3C(C=CC=C3)=CC=2)C2C=CC=CC=2)=CC=1. The product is [Cl:1][C:2]1[CH:3]=[C:4]([C:9]([N:11]2[CH2:16][CH2:15][CH2:14][CH:13]([CH2:17][CH3:18])[CH2:12]2)=[O:10])[CH:5]=[N:6][C:7]=1[NH:24][C:23]1[CH:25]=[CH:26][C:20]([Cl:19])=[CH:21][CH:22]=1. The yield is 0.380. (6) The reactants are [CH2:1]([O:8][C:9]1[CH:10]=[C:11]([O:21][C:22]2[CH:27]=[CH:26][C:25]([S:28]([CH3:31])(=[O:30])=[O:29])=[CH:24][CH:23]=2)[CH:12]=[C:13]2[C:17]=1[NH:16][C:15]([C:18]([OH:20])=O)=[CH:14]2)[C:2]1[CH:7]=[CH:6][CH:5]=[CH:4][CH:3]=1.Cl.C[N:34](C)CCCN=C=NCC.[NH4+].ON1C2C=CC=CC=2N=N1.CN(C)C=O. The catalyst is O. The product is [CH2:1]([O:8][C:9]1[CH:10]=[C:11]([O:21][C:22]2[CH:27]=[CH:26][C:25]([S:28]([CH3:31])(=[O:29])=[O:30])=[CH:24][CH:23]=2)[CH:12]=[C:13]2[C:17]=1[NH:16][C:15]([C:18]([NH2:34])=[O:20])=[CH:14]2)[C:2]1[CH:7]=[CH:6][CH:5]=[CH:4][CH:3]=1. The yield is 1.00. (7) The reactants are C[CH2:2][CH:3]([C:8]([O:10][CH2:11][CH3:12])=[O:9])[C:4]([O:6][CH3:7])=[O:5].[H-].[Na+].F[C:16]1[CH:21]=[CH:20][C:19]([N+:22]([O-:24])=[O:23])=[CH:18][CH:17]=1.[CH3:25]S(C)=O. No catalyst specified. The product is [CH3:2][C:3]([C:16]1[CH:21]=[CH:20][C:19]([N+:22]([O-:24])=[O:23])=[CH:18][CH:17]=1)([C:4]([O:6][CH2:7][CH3:25])=[O:5])[C:8]([O:10][CH2:11][CH3:12])=[O:9]. The yield is 0.788. (8) The catalyst is CO. The yield is 0.500. The product is [NH2:26][CH2:25][C@@H:24]1[CH2:30][CH2:31][N:21]([C:14]2[C:15]3[O:20][CH:19]=[CH:18][C:16]=3[N:17]=[C:12]([NH:11][C:7]3[CH:6]=[C:5]4[C:10]([C:2]([CH3:1])=[N:3][NH:4]4)=[CH:9][CH:8]=3)[N:13]=2)[CH2:22][C@H:23]1[OH:28]. The reactants are [CH3:1][C:2]1[C:10]2[C:5](=[CH:6][C:7]([NH:11][C:12]3[N:13]=[C:14]([N:21]4[CH2:31][CH2:30][C@H:24]5[CH2:25][NH:26]C(=O)[O:28][C@@H:23]5[CH2:22]4)[C:15]4[O:20][CH:19]=[CH:18][C:16]=4[N:17]=3)=[CH:8][CH:9]=2)[N:4](C(OC(C)(C)C)=O)[N:3]=1.NC[C@@H]1CCN(CC2C=CC=CC=2)C[C@H]1O.ClC1N=C(Cl)C2OC=CC=2N=1.[OH-].[Na+]. (9) The reactants are [NH2:1][C:2]1[N:3]=[C:4](O)[C:5]2[NH:10][CH:9]=[C:8]([CH2:11][C:12]3[C:17]([CH3:18])=[C:16]([O:19][CH3:20])[C:15]([CH3:21])=[CH:14][N:13]=3)[C:6]=2[N:7]=1.CCN(C1C=CC=CC=1)CC.O=P(Cl)(Cl)[Cl:36]. The catalyst is CC#N. The product is [Cl:36][C:4]1[C:5]2[NH:10][CH:9]=[C:8]([CH2:11][C:12]3[C:17]([CH3:18])=[C:16]([O:19][CH3:20])[C:15]([CH3:21])=[CH:14][N:13]=3)[C:6]=2[N:7]=[C:2]([NH2:1])[N:3]=1. The yield is 0.280.